From a dataset of Full USPTO retrosynthesis dataset with 1.9M reactions from patents (1976-2016). Predict the reactants needed to synthesize the given product. (1) Given the product [C:35]1([O:41][C:42](=[O:43])[NH2:1])[CH:40]=[CH:39][CH:38]=[CH:37][CH:36]=1, predict the reactants needed to synthesize it. The reactants are: [NH2:1]C1N=C(C2CCN(C(=O)CN3C(C)=CC(C(F)(F)F)=N3)CC2)SC=1.C(N(C(C)C)CC)(C)C.[C:35]1([O:41][C:42](Cl)=[O:43])[CH:40]=[CH:39][CH:38]=[CH:37][CH:36]=1. (2) The reactants are: Cl[CH2:2][C:3]1[CH:21]=[CH:20][C:6]([O:7][CH2:8][C:9]2[N:10]=[C:11]([C:15]3[O:16][CH:17]=[CH:18][CH:19]=3)[O:12][C:13]=2[CH3:14])=[C:5]([O:22][CH3:23])[CH:4]=1.[OH:24][C:25]1[C:30]([C:31]([O:33][CH2:34][CH3:35])=[O:32])=[CH:29][N:28]=[C:27]([C:36]2[CH:41]=[CH:40][CH:39]=[CH:38][CH:37]=2)[N:26]=1.C(=O)([O-])[O-].[K+].[K+].CN(C)C=O. Given the product [O:16]1[CH:17]=[CH:18][CH:19]=[C:15]1[C:11]1[O:12][C:13]([CH3:14])=[C:9]([CH2:8][O:7][C:6]2[CH:20]=[CH:21][C:3]([CH2:2][O:24][C:25]3[C:30]([C:31]([O:33][CH2:34][CH3:35])=[O:32])=[CH:29][N:28]=[C:27]([C:36]4[CH:41]=[CH:40][CH:39]=[CH:38][CH:37]=4)[N:26]=3)=[CH:4][C:5]=2[O:22][CH3:23])[N:10]=1, predict the reactants needed to synthesize it. (3) Given the product [NH:2]([C:6](=[O:5])[C:7]([NH:9][C:10]1[CH:27]=[CH:26][C:13]([O:14][C@@H:15]2[CH2:20][CH2:19][C@H:18]([C:21]([O:23][CH2:24][CH3:25])=[O:22])[CH2:17][CH2:16]2)=[CH:12][CH:11]=1)=[O:8])[NH2:3], predict the reactants needed to synthesize it. The reactants are: O.[NH2:2][NH2:3].C[O:5][C:6](=O)[C:7]([NH:9][C:10]1[CH:27]=[CH:26][C:13]([O:14][C@@H:15]2[CH2:20][CH2:19][C@H:18]([C:21]([O:23][CH2:24][CH3:25])=[O:22])[CH2:17][CH2:16]2)=[CH:12][CH:11]=1)=[O:8]. (4) Given the product [Br:9][C:10]1[N:11]=[CH:12][N:13]([C:15]2[CH:20]=[CH:19][N:18]=[C:17]([N:1]3[CH2:6][CH2:5][O:4][CH2:3][CH2:2]3)[N:16]=2)[CH:14]=1, predict the reactants needed to synthesize it. The reactants are: [NH:1]1[CH2:6][CH2:5][O:4][CH2:3][CH2:2]1.[H-].[Na+].[Br:9][C:10]1[N:11]=[CH:12][N:13]([C:15]2[CH:20]=[CH:19][N:18]=[C:17](Cl)[N:16]=2)[CH:14]=1. (5) Given the product [N:68]1([CH2:67][CH2:66][O:65][C:64]2[CH:63]=[CH:62][C:61]([O:60][C:44]3[C:45]4[CH2:46][CH:47]([C:52]5[CH:57]=[CH:56][C:55]([OH:58])=[CH:54][CH:53]=5)[CH2:48][CH2:49][C:50]=4[CH:51]=[C:42]([OH:41])[CH:43]=3)=[CH:76][CH:75]=2)[CH2:74][CH2:73][CH2:72][CH2:71][CH2:70][CH2:69]1, predict the reactants needed to synthesize it. The reactants are: COC1C=C(OC2C=CC(O)=CC=2)C2CC(C3C=CC(OC)=CC=3)CCC=2C=1.Cl.ClCCN1CCCCCC1.C[O:41][C:42]1[CH:43]=[C:44]([O:60][C:61]2[CH:76]=[CH:75][C:64]([O:65][CH2:66][CH2:67][N:68]3[CH2:74][CH2:73][CH2:72][CH2:71][CH2:70][CH2:69]3)=[CH:63][CH:62]=2)[C:45]2[CH2:46][CH:47]([C:52]3[CH:57]=[CH:56][C:55]([O:58]C)=[CH:54][CH:53]=3)[CH2:48][CH2:49][C:50]=2[CH:51]=1. (6) Given the product [CH3:30][N:31]([CH3:32])[C:33]([C:4]1[CH:5]=[CH:6][C:7]([N:10]2[C:14]([I:15])=[CH:13][C:12]([C:16]3[CH:25]=[CH:24][C:19]([C:20]([O:22][CH3:23])=[O:21])=[CH:18][CH:17]=3)=[N:11]2)=[CH:8][CH:9]=1)=[O:34], predict the reactants needed to synthesize it. The reactants are: C([C:4]1[CH:9]=[CH:8][C:7]([N:10]2[C:14]([I:15])=[CH:13][C:12]([C:16]3[CH:25]=[CH:24][C:19]([C:20]([O:22][CH3:23])=[O:21])=[CH:18][CH:17]=3)=[N:11]2)=[CH:6][CH:5]=1)(=O)N.[H-].[Na+].CI.[CH3:30][N:31]([CH:33]=[O:34])[CH3:32]. (7) Given the product [C:13]([O:12][C:10]([N:7]1[CH2:8][CH2:9][C:4]([CH3:3])([C:17]([OH:19])=[O:18])[CH2:5][CH2:6]1)=[O:11])([CH3:16])([CH3:14])[CH3:15], predict the reactants needed to synthesize it. The reactants are: [OH-].[Na+].[CH3:3][C:4]1([C:17]([O:19]CC)=[O:18])[CH2:9][CH2:8][N:7]([C:10]([O:12][C:13]([CH3:16])([CH3:15])[CH3:14])=[O:11])[CH2:6][CH2:5]1. (8) Given the product [NH2:13][C:12]1[CH:14]=[CH:15][C:9]([S:6]([CH:3]2[CH2:5][CH2:4]2)(=[O:8])=[O:7])=[C:10]([CH:11]=1)[CH2:16][N:17]([CH3:18])[C:19](=[O:35])[O:28][CH2:29][CH2:30][Si:31]([CH3:32])([CH3:33])[CH3:34], predict the reactants needed to synthesize it. The reactants are: Cl.Cl.[CH:3]1([S:6]([C:9]2[CH:15]=[CH:14][C:12]([NH2:13])=[CH:11][C:10]=2[CH2:16][NH:17][CH3:18])(=[O:8])=[O:7])[CH2:5][CH2:4]1.[C:19](=[O:35])([O:28][CH2:29][CH2:30][Si:31]([CH3:34])([CH3:33])[CH3:32])ON1C(=O)CCC1=O.CCN(C(C)C)C(C)C.